This data is from Reaction yield outcomes from USPTO patents with 853,638 reactions. The task is: Predict the reaction yield, written as a fraction of the theoretical maximum amount of product (1.0 means a 100% yield; for example, 0.34 means a 34% yield). (1) The reactants are [Br:1][C:2]1[CH:3]=[C:4]2[C:8](=[N:9][CH:10]=1)[NH:7][CH:6]=[CH:5]2.[F:11][C:12]1[C:17]([CH:18]=[O:19])=[CH:16][CH:15]=[CH:14][C:13]=1[NH:20][S:21]([CH2:24][CH2:25][CH3:26])(=[O:23])=[O:22].[OH-].[K+].O. The catalyst is CO. The product is [Br:1][C:2]1[CH:3]=[C:4]2[C:5]([CH:18]([OH:19])[C:17]3[C:12]([F:11])=[C:13]([NH:20][S:21]([CH2:24][CH2:25][CH3:26])(=[O:23])=[O:22])[CH:14]=[CH:15][CH:16]=3)=[CH:6][NH:7][C:8]2=[N:9][CH:10]=1. The yield is 0.450. (2) The reactants are [C:1]([O:5][C:6]([NH:8][C:9]([CH3:14])([C:11]([OH:13])=O)[CH3:10])=[O:7])([CH3:4])([CH3:3])[CH3:2].[CH3:15][CH:16]([CH3:20])[CH2:17][CH2:18][NH2:19].CCN(C(C)C)C(C)C.CN(C(ON1N=NC2C=CC=CC1=2)=[N+](C)C)C.[B-](F)(F)(F)F. The catalyst is CN(C=O)C. The product is [CH2:18]([NH:19][C:11]([C:9]([NH:8][C:6](=[O:7])[O:5][C:1]([CH3:2])([CH3:3])[CH3:4])([CH3:10])[CH3:14])=[O:13])[CH2:17][CH:16]([CH3:20])[CH3:15]. The yield is 0.920. (3) The reactants are [N:1]([CH2:4][C:5]([O:7]CC)=[O:6])=[C:2]=[O:3].[CH:10]1([N:16]2[C:21](=[O:22])[CH2:20][C:19](=[O:23])[N:18]([CH:24]3[CH2:29][CH2:28][CH2:27][CH2:26][CH2:25]3)[C:17]2=[O:30])[CH2:15][CH2:14][CH2:13][CH2:12][CH2:11]1.C(N(C(C)C)CC)(C)C. The catalyst is ClCCl. The product is [CH:10]1([N:16]2[C:21]([OH:22])=[C:20]([C:2]([NH:1][CH2:4][C:5]([OH:7])=[O:6])=[O:3])[C:19](=[O:23])[N:18]([CH:24]3[CH2:25][CH2:26][CH2:27][CH2:28][CH2:29]3)[C:17]2=[O:30])[CH2:11][CH2:12][CH2:13][CH2:14][CH2:15]1. The yield is 0.660. (4) The reactants are Cl.[Br:2][C:3]1[CH:12]=[C:11]2[C:6]([CH:7]=[CH:8][C:9]([C@H:13]([NH2:15])[CH3:14])=[N:10]2)=[CH:5][CH:4]=1.C(N(CC)CC)C.[C:23](O[C:23]([O:25][C:26]([CH3:29])([CH3:28])[CH3:27])=[O:24])([O:25][C:26]([CH3:29])([CH3:28])[CH3:27])=[O:24]. The catalyst is ClCCl.CN(C)C1C=CN=CC=1. The product is [C:26]([O:25][C:23](=[O:24])[NH:15][C@@H:13]([C:9]1[CH:8]=[CH:7][C:6]2[C:11](=[CH:12][C:3]([Br:2])=[CH:4][CH:5]=2)[N:10]=1)[CH3:14])([CH3:29])([CH3:28])[CH3:27]. The yield is 0.700. (5) The yield is 0.518. The product is [Br:1][C:2]1[CH:7]=[CH:6][C:5]([C:8]2[N:9]([C:18]3[CH:23]=[CH:22][C:21]([S:24]([CH3:27])(=[O:25])=[O:26])=[C:20]([F:28])[CH:19]=3)[CH:10]=[C:11]([C:13]([F:15])([F:14])[F:16])[N:12]=2)=[CH:4][CH:3]=1. The reactants are [Br:1][C:2]1[CH:7]=[CH:6][C:5]([C:8]2[N:9]([C:18]3[CH:23]=[CH:22][C:21]([S:24]([CH3:27])(=[O:26])=[O:25])=[C:20]([F:28])[CH:19]=3)[CH2:10][C:11](O)([C:13]([F:16])([F:15])[F:14])[N:12]=2)=[CH:4][CH:3]=1.O.C1(C)C=CC(S(O)(=O)=O)=CC=1. The catalyst is C1(C)C=CC=CC=1.